From a dataset of Forward reaction prediction with 1.9M reactions from USPTO patents (1976-2016). Predict the product of the given reaction. (1) Given the reactants Cl.[CH3:2][C:3]1[O:4][C:5]2[C:14]3[CH:13]([CH2:15][CH2:16][NH2:17])[CH2:12][CH2:11][C:10]=3[CH:9]=[CH:8][C:6]=2[N:7]=1.C(N(CC)CC)C.[F:25][C:26]([F:37])([F:36])[C:27](O[C:27](=[O:28])[C:26]([F:37])([F:36])[F:25])=[O:28].C(=O)([O-])O.[Na+], predict the reaction product. The product is: [F:25][C:26]([F:37])([F:36])[C:27]([NH:17][CH2:16][CH2:15][CH:13]1[C:14]2[C:5]3[O:4][C:3]([CH3:2])=[N:7][C:6]=3[CH:8]=[CH:9][C:10]=2[CH2:11][CH2:12]1)=[O:28]. (2) Given the reactants [CH2:1]([N:8]1[CH2:13][CH2:12][C:11]([CH2:19][C:20]#[N:21])([C:14](OCC)=[O:15])[C:10](=[O:22])[CH2:9]1)[C:2]1[CH:7]=[CH:6][CH:5]=[CH:4][CH:3]=1.CO, predict the reaction product. The product is: [CH2:1]([N:8]1[CH2:13][CH2:12][C:11]2([C:14](=[O:15])[NH:21][CH2:20][CH2:19]2)[CH:10]([OH:22])[CH2:9]1)[C:2]1[CH:7]=[CH:6][CH:5]=[CH:4][CH:3]=1. (3) Given the reactants CC(C)([O-])C.[K+].C([O:9][C:10](=[O:21])[CH2:11][NH:12][C:13]1[CH:18]=[CH:17][CH:16]=[CH:15][C:14]=1[C:19]#[N:20])C.C(#N)C.C(OC(C1N[C:32]2[C:37]([C:38]=1[NH2:39])=CC=[CH:34][CH:33]=2)=O)C, predict the reaction product. The product is: [N:39]1[CH:34]=[CH:33][C:32]([NH:20][C:19]2[C:14]3[C:13](=[CH:18][CH:17]=[CH:16][CH:15]=3)[NH:12][C:11]=2[C:10]([OH:9])=[O:21])=[CH:37][CH:38]=1. (4) Given the reactants [Cl:1][C:2]1[CH:3]=[C:4]2[NH:11][C:10]([S:12]([CH3:15])(=[O:14])=[O:13])=[N:9][C:5]2=[N:6][C:7]=1[I:8].C(N(CC)CC)C.Cl[CH2:24][O:25][CH2:26][CH2:27][Si:28]([CH3:31])([CH3:30])[CH3:29], predict the reaction product. The product is: [Cl:1][C:2]1[CH:3]=[C:4]2[N:11]=[C:10]([S:12]([CH3:15])(=[O:14])=[O:13])[N:9]([CH2:24][O:25][CH2:26][CH2:27][Si:28]([CH3:31])([CH3:30])[CH3:29])[C:5]2=[N:6][C:7]=1[I:8]. (5) Given the reactants [C:1]([C:5]1[CH:6]=[CH:7][C:8]2[O:12][C:11]([C:13]3[CH:14]=[C:15]([NH2:28])[CH:16]=[C:17]([CH2:19][O:20][C:21]4[CH:26]=[CH:25][CH:24]=[C:23]([Cl:27])[CH:22]=4)[CH:18]=3)=[N:10][C:9]=2[CH:29]=1)([CH3:4])([CH3:3])[CH3:2].[F:30][C:31]([F:42])([F:41])[C:32]1[CH:40]=[CH:39][CH:38]=[CH:37][C:33]=1[C:34](Cl)=[O:35], predict the reaction product. The product is: [C:1]([C:5]1[CH:6]=[CH:7][C:8]2[O:12][C:11]([C:13]3[CH:14]=[C:15]([NH:28][C:34](=[O:35])[C:33]4[CH:37]=[CH:38][CH:39]=[CH:40][C:32]=4[C:31]([F:30])([F:41])[F:42])[CH:16]=[C:17]([CH2:19][O:20][C:21]4[CH:26]=[CH:25][CH:24]=[C:23]([Cl:27])[CH:22]=4)[CH:18]=3)=[N:10][C:9]=2[CH:29]=1)([CH3:4])([CH3:2])[CH3:3]. (6) Given the reactants [N+:1]([C:4]1[CH:12]=[C:11]2[C:7]([C:8]([C:13]#[N:14])=[CH:9][NH:10]2)=[CH:6][CH:5]=1)([O-])=O, predict the reaction product. The product is: [NH2:1][C:4]1[CH:12]=[C:11]2[C:7]([C:8]([C:13]#[N:14])=[CH:9][NH:10]2)=[CH:6][CH:5]=1. (7) Given the reactants [Br:1][C:2]1[CH:3]=[C:4]([CH:8]([NH2:10])[CH3:9])[CH:5]=[CH:6][CH:7]=1.[CH3:11][O:12][C:13]([C:15]1[S:16][C:17]([C:20](O)=[O:21])=[CH:18][CH:19]=1)=[O:14], predict the reaction product. The product is: [CH3:11][O:12][C:13]([C:15]1[S:16][C:17]([C:20](=[O:21])[NH:10][CH:8]([C:4]2[CH:5]=[CH:6][CH:7]=[C:2]([Br:1])[CH:3]=2)[CH3:9])=[CH:18][CH:19]=1)=[O:14].